Dataset: hERG Central: cardiac toxicity at 1µM, 10µM, and general inhibition. Task: Predict hERG channel inhibition at various concentrations. (1) Results: hERG_inhib (hERG inhibition (general)): blocker. The drug is Cc1ccc(Nc2nc(N)nc(CN3CCN(Cc4ccc5c(c4)OCO5)CC3)n2)cc1Cl. (2) The drug is CCN(CC1CCCN(CCc2cccc(OC)c2)C1)C(=O)c1ccoc1. Results: hERG_inhib (hERG inhibition (general)): blocker. (3) The molecule is CCCNC(=O)c1onc(CSc2ccc(F)cc2)c1C(=O)NCC1CC1. Results: hERG_inhib (hERG inhibition (general)): blocker.